The task is: Predict the product of the given reaction.. This data is from Forward reaction prediction with 1.9M reactions from USPTO patents (1976-2016). (1) The product is: [CH3:19][S:20]([NH:23][C:28]1[S:32][C:31]([C:33]([O:35][C:36]([CH3:39])([CH3:38])[CH3:37])=[O:34])=[CH:30][CH:29]=1)(=[O:21])=[O:22]. Given the reactants NC1SC(C(OC(C)(C)C)=O)=CC=1.CS(Cl)(=O)=O.[CH3:19][S:20]([N:23]([C:28]1[S:32][C:31]([C:33]([O:35][C:36]([CH3:39])([CH3:38])[CH3:37])=[O:34])=[CH:30][CH:29]=1)S(C)(=O)=O)(=[O:22])=[O:21], predict the reaction product. (2) Given the reactants [NH2:1][C:2]1[S:3]/[C:4](=[CH:8]\[C:9]2[CH:14]=[C:13]([O:15][CH3:16])[C:12]([OH:17])=[C:11]([Cl:18])[CH:10]=2)/[C:5](=[O:7])[N:6]=1.Br[CH2:20][C:21]([C:23]1[CH:24]=[C:25]2[C:29](=[CH:30][CH:31]=1)[NH:28][C:27](=[O:32])[CH2:26]2)=O, predict the reaction product. The product is: [Cl:18][C:11]1[CH:10]=[C:9](/[CH:8]=[C:4]2/[C:5](=[O:7])[N:6]3[CH:20]=[C:21]([C:23]4[CH:24]=[C:25]5[C:29](=[CH:30][CH:31]=4)[NH:28][C:27](=[O:32])[CH2:26]5)[N:1]=[C:2]3[S:3]/2)[CH:14]=[C:13]([O:15][CH3:16])[C:12]=1[OH:17].